From a dataset of Catalyst prediction with 721,799 reactions and 888 catalyst types from USPTO. Predict which catalyst facilitates the given reaction. (1) Reactant: [H-].[Na+].CS(C)=O.[I-].C[S+](C)C.[CH2:12]([C@:14]12[CH2:38][CH2:37][C:36](=[O:39])[CH2:35][C@H:15]1[CH2:16][CH2:17][CH2:18][C:19]1[CH:20]=[C:21]3[C:25](=[CH:26][C:27]=12)[CH:24]=[N:23][N:22]3[C:28]1[CH:33]=[CH:32][C:31]([F:34])=[CH:30][CH:29]=1)[CH3:13].[CH2:40]([C@@]12CCC(=O)C[C@@H]1CCCC1C=C3C(=CC=12)C=NN3C1C=CC(F)=CC=1)C. Product: [CH2:12]([C:14]12[CH2:38][CH2:37][C:36]3([CH2:40][O:39]3)[CH2:35][CH:15]1[CH2:16][CH2:17][CH2:18][C:19]1[C:27]2=[CH:26][C:25]2[CH:24]=[N:23][N:22]([C:28]3[CH:29]=[CH:30][C:31]([F:34])=[CH:32][CH:33]=3)[C:21]=2[CH:20]=1)[CH3:13]. The catalyst class is: 1. (2) Reactant: Br[C:2]1[S:6][C:5]([S:7]([NH:10][CH2:11][CH2:12][O:13][CH3:14])(=[O:9])=[O:8])=[CH:4][CH:3]=1.[CH3:15][C:16]1([CH3:32])[C:20]([CH3:22])([CH3:21])[O:19][B:18]([B:18]2[O:19][C:20]([CH3:22])([CH3:21])[C:16]([CH3:32])([CH3:15])[O:17]2)[O:17]1.CC([O-])=O.[K+]. Product: [CH3:14][O:13][CH2:12][CH2:11][NH:10][S:7]([C:5]1[S:6][C:2]([B:18]2[O:19][C:20]([CH3:22])([CH3:21])[C:16]([CH3:32])([CH3:15])[O:17]2)=[CH:3][CH:4]=1)(=[O:9])=[O:8]. The catalyst class is: 75. (3) Reactant: [Cl-].O[NH3+:3].[C:4](=[O:7])([O-])[OH:5].[Na+].CS(C)=O.[CH2:13]([C:15]1[N:16]([C:40]2[CH:45]=[CH:44][CH:43]=[C:42]([C:46]([OH:49])([CH3:48])[CH3:47])[CH:41]=2)[C:17](=[O:39])[C:18]([CH2:24][C:25]2[CH:30]=[CH:29][C:28]([C:31]3[C:32]([C:37]#[N:38])=[CH:33][CH:34]=[CH:35][CH:36]=3)=[CH:27][CH:26]=2)=[C:19]([CH2:21][CH2:22][CH3:23])[N:20]=1)[CH3:14]. Product: [CH2:13]([C:15]1[N:16]([C:40]2[CH:45]=[CH:44][CH:43]=[C:42]([C:46]([OH:49])([CH3:47])[CH3:48])[CH:41]=2)[C:17](=[O:39])[C:18]([CH2:24][C:25]2[CH:26]=[CH:27][C:28]([C:31]3[CH:36]=[CH:35][CH:34]=[CH:33][C:32]=3[C:37]3[NH:3][C:4](=[O:7])[O:5][N:38]=3)=[CH:29][CH:30]=2)=[C:19]([CH2:21][CH2:22][CH3:23])[N:20]=1)[CH3:14]. The catalyst class is: 6.